Dataset: Reaction yield outcomes from USPTO patents with 853,638 reactions. Task: Predict the reaction yield, written as a fraction of the theoretical maximum amount of product (1.0 means a 100% yield; for example, 0.34 means a 34% yield). (1) The reactants are C(=O)([O-])[O-].[Na+:5].[Na+].Br.Br[C:9]1[N:10]=[C:11]([OH:17])[C:12](=[O:16])[N:13]([CH3:15])[CH:14]=1.[CH3:18][C:19]1[C:24](B2OC(C)(C)C(C)(C)O2)=[CH:23][CH:22]=[CH:21][C:20]=1[NH:34][C:35]([C:37]1[S:41][C:40]2[CH2:42][CH2:43][CH2:44][CH2:45][C:39]=2[CH:38]=1)=[O:36]. The catalyst is C1C=CC([P]([Pd]([P](C2C=CC=CC=2)(C2C=CC=CC=2)C2C=CC=CC=2)([P](C2C=CC=CC=2)(C2C=CC=CC=2)C2C=CC=CC=2)[P](C2C=CC=CC=2)(C2C=CC=CC=2)C2C=CC=CC=2)(C2C=CC=CC=2)C2C=CC=CC=2)=CC=1.O1CCOCC1. The product is [CH3:15][N:13]1[CH:14]=[C:9]([C:24]2[CH:23]=[CH:22][CH:21]=[C:20]([NH:34][C:35]([C:37]3[S:41][C:40]4[CH2:42][CH2:43][CH2:44][CH2:45][C:39]=4[CH:38]=3)=[O:36])[C:19]=2[CH3:18])[N:10]=[C:11]([O-:17])[C:12]1=[O:16].[Na+:5]. The yield is 0.530. (2) The yield is 0.870. The product is [CH3:21][O:20][C:18](=[O:19])[C:16]1[CH:15]=[C:11]([CH2:12][OH:13])[CH:10]=[C:9]([O:8][CH2:1][C:2]2[CH:7]=[CH:6][CH:5]=[CH:4][CH:3]=2)[CH:17]=1. The catalyst is C1COCC1. The reactants are [CH2:1]([O:8][C:9]1[CH:10]=[C:11]([CH:15]=[C:16]([C:18]([O:20][CH3:21])=[O:19])[CH:17]=1)[C:12](O)=[O:13])[C:2]1[CH:7]=[CH:6][CH:5]=[CH:4][CH:3]=1. (3) The reactants are [NH2:1][C:2]1[CH:7]=[CH:6][C:5]([C:8]2([OH:12])[CH2:11][O:10][CH2:9]2)=[CH:4][CH:3]=1.N1C=CC=CC=1.Cl[C:20]([O:22][C:23]1[CH:28]=[CH:27][CH:26]=[CH:25][CH:24]=1)=[O:21]. The catalyst is CC(C)=O. The product is [OH:12][C:8]1([C:5]2[CH:4]=[CH:3][C:2]([NH:1][C:20](=[O:21])[O:22][C:23]3[CH:28]=[CH:27][CH:26]=[CH:25][CH:24]=3)=[CH:7][CH:6]=2)[CH2:9][O:10][CH2:11]1. The yield is 0.630. (4) The reactants are [Si:1]([O:8][C@@H:9]1[C:17]2[C:12](=[C:13]([C:18]3[S:22][C:21]([C:23]4[CH:24]=[CH:25][C:26](F)=[C:27]([CH:30]=4)[C:28]#[N:29])=[N:20][N:19]=3)[CH:14]=[CH:15][CH:16]=2)[CH2:11][CH2:10]1)([C:4]([CH3:7])([CH3:6])[CH3:5])([CH3:3])[CH3:2].[CH3:32][CH:33]([CH3:35])[O-:34].[Na+]. The catalyst is CC(O)C. The product is [Si:1]([O:8][C@@H:9]1[C:17]2[C:12](=[C:13]([C:18]3[S:22][C:21]([C:23]4[CH:24]=[CH:25][C:26]([O:34][CH:33]([CH3:35])[CH3:32])=[C:27]([CH:30]=4)[C:28]#[N:29])=[N:20][N:19]=3)[CH:14]=[CH:15][CH:16]=2)[CH2:11][CH2:10]1)([C:4]([CH3:7])([CH3:6])[CH3:5])([CH3:3])[CH3:2]. The yield is 0.680. (5) The reactants are [Br:1][C:2]1[CH:3]=[C:4]([CH:8]=[C:9]([I:11])[CH:10]=1)[C:5](O)=[O:6].C(N(C(C)C)CC)(C)C.C1(P([N:35]=[N+:36]=[N-:37])(C2C=CC=CC=2)=O)C=CC=CC=1. The catalyst is CO. The product is [Br:1][C:2]1[CH:3]=[C:4]([CH:8]=[C:9]([I:11])[CH:10]=1)[C:5]([N:35]=[N+:36]=[N-:37])=[O:6]. The yield is 0.960. (6) The reactants are [F:1][CH:2]([F:26])[O:3][C:4]1[CH:5]=[C:6]([CH:14]([C:16]2[C:24]3[C:19](=[N:20][CH:21]=[C:22]([Br:25])[CH:23]=3)[NH:18][CH:17]=2)[OH:15])[CH:7]=[C:8]([O:10][CH:11]([F:13])[F:12])[CH:9]=1.CC(OI1(OC(C)=O)(OC(C)=O)OC(=O)C2C=CC=CC1=2)=O. The catalyst is O1CCCC1. The product is [F:13][CH:11]([F:12])[O:10][C:8]1[CH:7]=[C:6]([C:14]([C:16]2[C:24]3[C:19](=[N:20][CH:21]=[C:22]([Br:25])[CH:23]=3)[NH:18][CH:17]=2)=[O:15])[CH:5]=[C:4]([O:3][CH:2]([F:26])[F:1])[CH:9]=1. The yield is 0.930. (7) The reactants are [Cl:1][C:2]1[C:10]([CH3:11])=[CH:9][CH:8]=[C:7]2[C:3]=1[C:4]([NH2:12])=[N:5][NH:6]2.CC1(C)OC(=O)[CH:17]([C:21]([CH:23]2[CH2:28][CH2:27][N:26]([C:29]([O:31][C:32]([CH3:35])([CH3:34])[CH3:33])=[O:30])[CH2:25][CH2:24]2)=O)[C:16](=O)[O:15]1.P([O-])([O-])([O-])=O.[K+].[K+].[K+]. The catalyst is C(#N)C. The product is [Cl:1][C:2]1[C:3]2[C:7]([CH:8]=[CH:9][C:10]=1[CH3:11])=[N:6][N:5]1[C:21]([CH:23]3[CH2:28][CH2:27][N:26]([C:29]([O:31][C:32]([CH3:35])([CH3:34])[CH3:33])=[O:30])[CH2:25][CH2:24]3)=[CH:17][C:16](=[O:15])[NH:12][C:4]=21. The yield is 0.330. (8) The reactants are [CH3:1][O:2][C:3]1[CH:4]=[C:5]([O:15][C:16]2[CH:21]=[CH:20][C:19]([S:22]([CH3:25])(=[O:24])=[O:23])=[CH:18][N:17]=2)[CH:6]=[C:7]2[C:11]=1[NH:10][C:9]([C:12]([NH2:14])=O)=[CH:8]2.COC1C=CC(P2(SP(C3C=CC(OC)=CC=3)(=S)S2)=[S:35])=CC=1. The catalyst is O1CCCC1. The product is [CH3:1][O:2][C:3]1[CH:4]=[C:5]([O:15][C:16]2[CH:21]=[CH:20][C:19]([S:22]([CH3:25])(=[O:24])=[O:23])=[CH:18][N:17]=2)[CH:6]=[C:7]2[C:11]=1[NH:10][C:9]([C:12](=[S:35])[NH2:14])=[CH:8]2. The yield is 0.940.